From a dataset of Forward reaction prediction with 1.9M reactions from USPTO patents (1976-2016). Predict the product of the given reaction. (1) Given the reactants [Br:1][C:2]1[CH:3]=[N:4][C:5](Cl)=[N:6][CH:7]=1.[CH3:9][C:10]1[CH:16]=[CH:15][CH:14]=[C:13]([N+:17]([O-:19])=[O:18])[C:11]=1[NH2:12].CC(C)([O-])C.[K+], predict the reaction product. The product is: [Br:1][C:2]1[CH:3]=[N:4][C:5]([NH:12][C:11]2[C:13]([N+:17]([O-:19])=[O:18])=[CH:14][CH:15]=[CH:16][C:10]=2[CH3:9])=[N:6][CH:7]=1. (2) Given the reactants [C:1]1([C:7]2[N:11]3[CH:12]=[C:13]([C:20]([O:22]C)=[O:21])[C:14]4[C:19]([C:10]3=[CH:9][N:8]=2)=[CH:18][CH:17]=[CH:16][CH:15]=4)[CH:6]=[CH:5][CH:4]=[CH:3][CH:2]=1.[OH-].[Na+], predict the reaction product. The product is: [C:1]1([C:7]2[N:11]3[CH:12]=[C:13]([C:20]([OH:22])=[O:21])[C:14]4[C:19]([C:10]3=[CH:9][N:8]=2)=[CH:18][CH:17]=[CH:16][CH:15]=4)[CH:2]=[CH:3][CH:4]=[CH:5][CH:6]=1. (3) Given the reactants [C:1]([C:4]1[CH:5]=[CH:6][C:7]([NH:10][C:11](=[O:28])[CH:12]([NH:16][C:17](=[O:27])[CH2:18][C:19]2[CH:24]=[C:23]([F:25])[CH:22]=[C:21]([F:26])[CH:20]=2)[CH2:13][CH2:14][CH3:15])=[N:8][CH:9]=1)(=[O:3])[CH3:2].[BH4-].[Na+], predict the reaction product. The product is: [OH:3][CH:1]([C:4]1[CH:5]=[CH:6][C:7]([NH:10][C:11](=[O:28])[CH:12]([NH:16][C:17](=[O:27])[CH2:18][C:19]2[CH:20]=[C:21]([F:26])[CH:22]=[C:23]([F:25])[CH:24]=2)[CH2:13][CH2:14][CH3:15])=[N:8][CH:9]=1)[CH3:2]. (4) Given the reactants [Cl:1][C:2]1[CH:18]=[C:17]([Cl:19])[CH:16]=[CH:15][C:3]=1[O:4][C:5]1[CH:12]=[CH:11][C:8]([C:9]#[N:10])=[CH:7][C:6]=1[O:13]C.O, predict the reaction product. The product is: [Cl:1][C:2]1[CH:18]=[C:17]([Cl:19])[CH:16]=[CH:15][C:3]=1[O:4][C:5]1[CH:12]=[CH:11][C:8]([C:9]#[N:10])=[CH:7][C:6]=1[OH:13].